From a dataset of Forward reaction prediction with 1.9M reactions from USPTO patents (1976-2016). Predict the product of the given reaction. (1) Given the reactants [C:1]([O:5][C:6]([NH:8][C@:9]1([C:14]([OH:16])=O)[CH2:11][C@H:10]1[CH:12]=[CH2:13])=[O:7])([CH3:4])([CH3:3])[CH3:2].C1N=CN(C(N2C=NC=C2)=O)C=1.[CH3:29][Si:30]([CH3:48])([CH3:47])[CH2:31][CH2:32][O:33][C:34](=[O:46])[NH:35][C:36]1[CH:41]=[CH:40][CH:39]=[CH:38][C:37]=1[S:42](=[O:45])(=[O:44])[NH2:43].C1CCN2C(=NCCC2)CC1, predict the reaction product. The product is: [CH3:29][Si:30]([CH3:48])([CH3:47])[CH2:31][CH2:32][O:33][C:34](=[O:46])[NH:35][C:36]1[CH:41]=[CH:40][CH:39]=[CH:38][C:37]=1[S:42](=[O:45])(=[O:44])[NH:43][C:14]([C@@:9]1([NH:8][C:6]([O:5][C:1]([CH3:2])([CH3:3])[CH3:4])=[O:7])[CH2:11][C@H:10]1[CH:12]=[CH2:13])=[O:16]. (2) Given the reactants [I-].[Na+].[C:3]1([S:9][CH2:10][CH2:11]Cl)[CH:8]=[CH:7][CH:6]=[CH:5][CH:4]=1.[OH-].[Li+].[C:15]([NH:23][CH:24]([C:30]([O:32][CH2:33][CH3:34])=[O:31])[C:25]([O:27][CH2:28][CH3:29])=[O:26])(=[O:22])[C:16]1[CH:21]=[CH:20][CH:19]=[CH:18][CH:17]=1, predict the reaction product. The product is: [C:15]([NH:23][C:24]([CH2:11][CH2:10][S:9][C:3]1[CH:8]=[CH:7][CH:6]=[CH:5][CH:4]=1)([C:30]([O:32][CH2:33][CH3:34])=[O:31])[C:25]([O:27][CH2:28][CH3:29])=[O:26])(=[O:22])[C:16]1[CH:17]=[CH:18][CH:19]=[CH:20][CH:21]=1. (3) The product is: [F:15][C:16]1[CH:17]=[CH:18][C:19]([C@@H:22]([OH:26])[CH2:23][N:24]([CH3:25])[S:11]([C:10]2[C:6]3[CH2:5][CH2:4][CH2:3][C:2](=[O:1])[C:7]=3[S:8][CH:9]=2)(=[O:13])=[O:12])=[CH:20][CH:21]=1. Given the reactants [O:1]=[C:2]1[C:7]2[S:8][CH:9]=[C:10]([S:11](Cl)(=[O:13])=[O:12])[C:6]=2[CH2:5][CH2:4][CH2:3]1.[F:15][C:16]1[CH:21]=[CH:20][C:19]([C@@H:22]([OH:26])[CH2:23][NH:24][CH3:25])=[CH:18][CH:17]=1, predict the reaction product. (4) Given the reactants CN(C=O)C.[C:6]1([N:12]=[C:13]([O:23][C:24]2[CH:29]=CC=CC=2)[CH:14]=[CH:15]OC2C=CC=CC=2)[CH:11]=[CH:10][CH:9]=[CH:8][CH:7]=1.[Na].[CH2:31]([SH:33])[CH3:32], predict the reaction product. The product is: [C:6]1([N:12]=[C:13]([O:23][CH2:24][CH3:29])[CH:14]=[CH:15][S:33][CH2:31][CH3:32])[CH:7]=[CH:8][CH:9]=[CH:10][CH:11]=1. (5) Given the reactants C(OC([N:8]1[CH2:14][CH2:13][C:12]2[N:15]=[N:16][C:17]([Cl:19])=[CH:18][C:11]=2[CH2:10][CH2:9]1)=O)(C)(C)C.[F:20][C:21]([F:26])([F:25])[C:22]([OH:24])=[O:23], predict the reaction product. The product is: [F:20][C:21]([F:26])([F:25])[C:22]([OH:24])=[O:23].[Cl:19][C:17]1[N:16]=[N:15][C:12]2[CH2:13][CH2:14][NH:8][CH2:9][CH2:10][C:11]=2[CH:18]=1.